This data is from Catalyst prediction with 721,799 reactions and 888 catalyst types from USPTO. The task is: Predict which catalyst facilitates the given reaction. (1) Reactant: [C:1]([C:4]1[CH:5]=[C:6]([OH:14])[CH:7]=[C:8]([C:10]([F:13])([F:12])[F:11])[CH:9]=1)([CH3:3])=[CH2:2].[H][H]. Product: [CH:1]([C:4]1[CH:5]=[C:6]([OH:14])[CH:7]=[C:8]([C:10]([F:12])([F:13])[F:11])[CH:9]=1)([CH3:3])[CH3:2]. The catalyst class is: 515. (2) Reactant: P([O-])([O-])([O-])=O.[Ca+2].P([O-])([O-])([O-])=O.[Ca+2].[Ca+2].[CH2:14]([CH2:26][NH2:27])[CH2:15][C:16]([P:22]([O-:25])([OH:24])=[O:23])([P:18]([OH:21])([OH:20])=[O:19])[OH:17].[Na+]. Product: [CH2:14]([CH2:26][NH2:27])[CH2:15][C:16]([P:18]([OH:20])([OH:21])=[O:19])([P:22]([OH:25])([OH:24])=[O:23])[OH:17]. The catalyst class is: 6. (3) Reactant: Cl[C:2]1[C:3](=[O:16])[N:4]([C@@H:9]([CH:13]2[CH2:15][CH2:14]2)[CH2:10][O:11][CH3:12])[CH:5]=[C:6]([Cl:8])[N:7]=1.[CH3:17][O:18][C:19]1[N:24]=[C:23]([CH3:25])[C:22]([NH2:26])=[CH:21][C:20]=1[CH3:27].C[Si]([N-][Si](C)(C)C)(C)C.[Na+].C([O-])(O)=O.[Na+]. Product: [Cl:8][C:6]1[N:7]=[C:2]([NH:26][C:22]2[C:23]([CH3:25])=[N:24][C:19]([O:18][CH3:17])=[C:20]([CH3:27])[CH:21]=2)[C:3](=[O:16])[N:4]([C@@H:9]([CH:13]2[CH2:15][CH2:14]2)[CH2:10][O:11][CH3:12])[CH:5]=1. The catalyst class is: 1. (4) Reactant: [CH2:1](O)C.[CH:4]1([C:10]2[C:18]3[C:17](=[O:19])[NH:16][C:15]([C:20]4[CH:25]=[CH:24][C:23]([N:26]5[CH2:32][CH2:31][CH2:30][NH:29][CH2:28][CH2:27]5)=[CH:22][C:21]=4[O:33][CH3:34])=[N:14][C:13]=3[N:12]([CH3:35])[N:11]=2)[CH2:9][CH2:8][CH2:7][CH2:6][CH2:5]1.C=O.C(=O)([O-])O.[Na+]. Product: [CH:4]1([C:10]2[C:18]3[C:17](=[O:19])[NH:16][C:15]([C:20]4[CH:25]=[CH:24][C:23]([N:26]5[CH2:32][CH2:31][CH2:30][N:29]([CH3:1])[CH2:28][CH2:27]5)=[CH:22][C:21]=4[O:33][CH3:34])=[N:14][C:13]=3[N:12]([CH3:35])[N:11]=2)[CH2:5][CH2:6][CH2:7][CH2:8][CH2:9]1. The catalyst class is: 106. (5) Reactant: C([O:3][C:4](=O)[C:5]([F:28])([F:27])[C@@:6]([C:15]1[CH:16]=[N:17][N:18]([C:20]2[CH:25]=[CH:24][CH:23]=[C:22]([Br:26])[CH:21]=2)[CH:19]=1)([NH:8][S@@:9]([C:11]([CH3:14])([CH3:13])[CH3:12])=[O:10])[CH3:7])C.[BH4-].[Li+].C(O)(=O)C.O. Product: [Br:26][C:22]1[CH:21]=[C:20]([N:18]2[CH:19]=[C:15]([C@:6]([NH:8][S@@:9]([C:11]([CH3:14])([CH3:13])[CH3:12])=[O:10])([CH3:7])[C:5]([F:28])([F:27])[CH2:4][OH:3])[CH:16]=[N:17]2)[CH:25]=[CH:24][CH:23]=1. The catalyst class is: 7. (6) Reactant: [NH2:1][C:2]1[CH:7]=[CH:6][CH:5]=[CH:4][C:3]=1[OH:8].C(N(CC)CC)C.O1CCCC1.[Br:21][C:22]1[CH:30]=[CH:29][C:25]([C:26](Cl)=[O:27])=[CH:24][CH:23]=1. Product: [Br:21][C:22]1[CH:30]=[CH:29][C:25]([C:26]([NH:1][C:2]2[CH:7]=[CH:6][CH:5]=[CH:4][C:3]=2[OH:8])=[O:27])=[CH:24][CH:23]=1. The catalyst class is: 6.